From a dataset of Forward reaction prediction with 1.9M reactions from USPTO patents (1976-2016). Predict the product of the given reaction. (1) Given the reactants [CH3:1][O:2][C:3](=[O:16])/[CH:4]=[CH:5]/[C:6]1[CH:7]=[N:8][CH:9]=[C:10]([C:12]([F:15])([F:14])[F:13])[CH:11]=1.[Br-].[CH2:18]([S+]1CCCC1)[C:19]1[CH:24]=[CH:23][CH:22]=[CH:21][CH:20]=1.[Li+].[CH3:31][Si]([N-][Si](C)(C)C)(C)C, predict the reaction product. The product is: [CH2:1]([O:2][C:3]([C@H:4]1[C@H:5]([C:6]2[CH:7]=[N:8][CH:9]=[C:10]([C:12]([F:15])([F:13])[F:14])[CH:11]=2)[C@H:18]1[C:19]1[CH:24]=[CH:23][CH:22]=[CH:21][CH:20]=1)=[O:16])[CH3:31]. (2) The product is: [CH2:8]([NH:12][C:13](=[O:14])[C@H:15]([CH3:42])[CH2:16][C@H:17]([OH:41])[C@@H:18]1[CH2:19][C:20]2=[CH:21][C:22](=[CH:23][CH:24]=[CH:25]2)[O:26][CH2:27][CH2:28][CH2:29][CH2:30][CH2:31][C:32](=[O:33])[NH:40][C@@H:38]([CH3:39])[C:36](=[O:37])[NH:35]1)[CH2:9][CH2:10][CH3:11]. Given the reactants FC(F)(F)C([O-])=O.[CH2:8]([NH:12][C:13]([C@H:15]([CH3:42])[CH2:16][C@H:17]([OH:41])[C@@H:18]([NH:35][C:36]([C@@H:38]([NH3+:40])[CH3:39])=[O:37])[CH2:19][C:20]1[CH:25]=[CH:24][CH:23]=[C:22]([O:26][CH2:27][CH2:28][CH2:29][CH2:30][CH2:31][C:32](O)=[O:33])[CH:21]=1)=[O:14])[CH2:9][CH2:10][CH3:11].F[P-](F)(F)(F)(F)F.N1(O[P+](N(C)C)(N(C)C)N(C)C)C2C=CC=CC=2N=N1, predict the reaction product.